From a dataset of NCI-60 drug combinations with 297,098 pairs across 59 cell lines. Regression. Given two drug SMILES strings and cell line genomic features, predict the synergy score measuring deviation from expected non-interaction effect. (1) Drug 1: CC=C1C(=O)NC(C(=O)OC2CC(=O)NC(C(=O)NC(CSSCCC=C2)C(=O)N1)C(C)C)C(C)C. Drug 2: COC1=C2C(=CC3=C1OC=C3)C=CC(=O)O2. Cell line: HS 578T. Synergy scores: CSS=63.7, Synergy_ZIP=-2.10, Synergy_Bliss=-4.79, Synergy_Loewe=-46.1, Synergy_HSA=-1.31. (2) Drug 1: COC1=NC(=NC2=C1N=CN2C3C(C(C(O3)CO)O)O)N. Drug 2: CC(C)NC(=O)C1=CC=C(C=C1)CNNC.Cl. Cell line: U251. Synergy scores: CSS=1.29, Synergy_ZIP=0.502, Synergy_Bliss=-1.35, Synergy_Loewe=-0.824, Synergy_HSA=-2.65.